Dataset: Forward reaction prediction with 1.9M reactions from USPTO patents (1976-2016). Task: Predict the product of the given reaction. (1) Given the reactants [F:1][C:2]1[CH:7]=[CH:6][C:5]([CH2:8][C:9]([OH:11])=O)=[CH:4][CH:3]=1.C(Cl)(=O)C([Cl:15])=O, predict the reaction product. The product is: [F:1][C:2]1[CH:7]=[CH:6][C:5]([CH2:8][C:9]([Cl:15])=[O:11])=[CH:4][CH:3]=1. (2) Given the reactants [Br:1][C:2]1[CH:7]=[CH:6][C:5]([C:8]2[N:12]([CH2:13][C@@H:14]3[CH2:18][CH2:17][N:16](C(OC(C)(C)C)=O)[CH2:15]3)[N:11]=[N:10][CH:9]=2)=[CH:4][CH:3]=1.Cl.O1CCOCC1, predict the reaction product. The product is: [Br:1][C:2]1[CH:7]=[CH:6][C:5]([C:8]2[N:12]([CH2:13][C@@H:14]3[CH2:18][CH2:17][NH:16][CH2:15]3)[N:11]=[N:10][CH:9]=2)=[CH:4][CH:3]=1. (3) Given the reactants [Cl:1][C:2]1[N:11]=[CH:10][C:9]2[NH:8][C:7](=[O:12])[CH:6]3[CH2:13][O:14][CH2:15][CH2:16][N:5]3[C:4]=2[N:3]=1.[H-].[Na+].FC(F)(F)S(O[CH2:25][C:26]([F:29])([F:28])[F:27])(=O)=O.O, predict the reaction product. The product is: [Cl:1][C:2]1[N:11]=[CH:10][C:9]2[N:8]([CH2:25][C:26]([F:29])([F:28])[F:27])[C:7](=[O:12])[CH:6]3[CH2:13][O:14][CH2:15][CH2:16][N:5]3[C:4]=2[N:3]=1. (4) Given the reactants [C:1]([C:3]1([NH:6][C:7]([C@@H:9]2[CH2:13][C@@H:12]([S:14]([C:17]3[CH:22]=[CH:21][C:20]([O:23][CH3:24])=[CH:19][C:18]=3[Cl:25])(=[O:16])=[O:15])[CH2:11][N:10]2[C:26]([C:28]2([C:32]3[CH:37]=[CH:36][C:35]([Cl:38])=[CH:34][N:33]=3)[CH2:31][NH:30][CH2:29]2)=[O:27])=[O:8])[CH2:5][CH2:4]1)#[N:2].[CH3:39]I, predict the reaction product. The product is: [C:1]([C:3]1([NH:6][C:7]([C@@H:9]2[CH2:13][C@@H:12]([S:14]([C:17]3[CH:22]=[CH:21][C:20]([O:23][CH3:24])=[CH:19][C:18]=3[Cl:25])(=[O:15])=[O:16])[CH2:11][N:10]2[C:26]([C:28]2([C:32]3[CH:37]=[CH:36][C:35]([Cl:38])=[CH:34][N:33]=3)[CH2:31][N:30]([CH3:39])[CH2:29]2)=[O:27])=[O:8])[CH2:4][CH2:5]1)#[N:2]. (5) Given the reactants [CH3:1][C:2]1[CH:6]=[C:5]([CH3:7])[N:4]([C:8]2[N:13]=[C:12]([NH:14][C:15](=[O:17])[CH3:16])[CH:11]=[C:10]([C:18]3[CH:23]=[C:22](O)[CH:21]=[C:20](F)[CH:19]=3)[N:9]=2)[N:3]=1.[OH:26]C1C=CC=CC=1B(O)O, predict the reaction product. The product is: [CH3:1][C:2]1[CH:6]=[C:5]([CH3:7])[N:4]([C:8]2[N:13]=[C:12]([NH:14][C:15](=[O:17])[CH3:16])[CH:11]=[C:10]([C:18]3[CH:23]=[CH:22][CH:21]=[CH:20][C:19]=3[OH:26])[N:9]=2)[N:3]=1. (6) Given the reactants [CH2:1]([C:6]1[CH:11]=[CH:10][C:9]([C:12]2[CH:17]=[C:16]([OH:18])[CH:15]=[C:14]([OH:19])[CH:13]=2)=[CH:8][CH:7]=1)[CH2:2][CH2:3][CH2:4][CH3:5].Br[CH2:21][CH2:22][CH2:23][OH:24].C(=O)([O-])[O-].[K+].[K+].C[C:32]([CH2:34][CH3:35])=[O:33], predict the reaction product. The product is: [OH:24][CH2:23][CH2:22][CH2:21][O:19][C:14]1[CH:15]=[C:16]([O:18][CH2:35][CH2:34][CH2:32][OH:33])[CH:17]=[C:12]([C:9]2[CH:8]=[CH:7][C:6]([CH2:1][CH2:2][CH2:3][CH2:4][CH3:5])=[CH:11][CH:10]=2)[CH:13]=1. (7) Given the reactants Cl.[NH2:2][C@H:3]([C:11]([OH:13])=[O:12])[CH2:4][C:5]1[CH:10]=[CH:9][CH:8]=[CH:7][CH:6]=1.[C:14](=N)([C:21]1[CH:26]=[CH:25][CH:24]=[CH:23][CH:22]=1)[C:15]1[CH:20]=[CH:19][CH:18]=[CH:17][CH:16]=1, predict the reaction product. The product is: [C:15]1([C:14]([C:21]2[CH:22]=[CH:23][CH:24]=[CH:25][CH:26]=2)=[N:2][C@H:3]([C:11]([OH:13])=[O:12])[CH2:4][C:5]2[CH:10]=[CH:9][CH:8]=[CH:7][CH:6]=2)[CH:20]=[CH:19][CH:18]=[CH:17][CH:16]=1. (8) Given the reactants [NH2:1][C:2]1[C:3]([C:9]([OH:11])=O)=[CH:4][C:5]([F:8])=[N:6][CH:7]=1.[CH:12]([NH2:14])=O, predict the reaction product. The product is: [F:8][C:5]1[N:6]=[CH:7][C:2]2[N:1]=[CH:12][NH:14][C:9](=[O:11])[C:3]=2[CH:4]=1. (9) Given the reactants [CH2:1]([NH:3][C:4]([C:6]1[C:14]2[C:9](=[N:10][CH:11]=[C:12](Br)[N:13]=2)[N:8](COCC[Si](C)(C)C)[CH:7]=1)=[O:5])[CH3:2].C(NC(C1C2C(=NC=C(Br)N=2)N(COCC[Si](C)(C)C)C=1)=O)(C)C.[C:48]([C:50]1[CH:55]=[CH:54][C:53]([OH:56])=[CH:52][CH:51]=1)#[N:49].C(C1C=C(O)C=CC=1)#N, predict the reaction product. The product is: [CH2:1]([NH:3][C:4]([C:6]1[C:14]2[C:9](=[N:10][CH:11]=[C:12]([O:56][C:53]3[CH:54]=[CH:55][C:50]([C:48]#[N:49])=[CH:51][CH:52]=3)[N:13]=2)[NH:8][CH:7]=1)=[O:5])[CH3:2].